Dataset: Peptide-MHC class I binding affinity with 185,985 pairs from IEDB/IMGT. Task: Regression. Given a peptide amino acid sequence and an MHC pseudo amino acid sequence, predict their binding affinity value. This is MHC class I binding data. (1) The peptide sequence is SEIEPEPEPT. The MHC is HLA-B40:01 with pseudo-sequence HLA-B40:01. The binding affinity (normalized) is 0.347. (2) The binding affinity (normalized) is 1.00. The MHC is HLA-A02:01 with pseudo-sequence HLA-A02:01. The peptide sequence is LMDSIFVST. (3) The binding affinity (normalized) is 0.0748. The peptide sequence is PFTQHLLNIR. The MHC is HLA-A03:01 with pseudo-sequence HLA-A03:01. (4) The peptide sequence is NEYRQYLDA. The MHC is HLA-B40:01 with pseudo-sequence HLA-B40:01. The binding affinity (normalized) is 0.309. (5) The peptide sequence is YTVKYQNL. The MHC is H-2-Db with pseudo-sequence H-2-Db. The binding affinity (normalized) is 0.0960. (6) The peptide sequence is ERPIFPHPSKPTFLP. The MHC is HLA-A68:02 with pseudo-sequence HLA-A68:02. The binding affinity (normalized) is 0.110.